From a dataset of Catalyst prediction with 721,799 reactions and 888 catalyst types from USPTO. Predict which catalyst facilitates the given reaction. (1) Reactant: [C:1]([CH2:4][O:5][C:6]1[CH:16]=[CH:15][C:14]([S:17](Cl)(=[O:19])=[O:18])=[CH:13][C:7]=1[O:8][CH2:9][C:10]([NH2:12])=[O:11])(=[O:3])[NH2:2].[CH3:21][O:22][C:23]1[CH:28]=[CH:27][C:26]([NH2:29])=[CH:25][CH:24]=1. Product: [C:10]([CH2:9][O:8][C:7]1[CH:13]=[C:14]([S:17]([NH:29][C:26]2[CH:27]=[CH:28][C:23]([O:22][CH3:21])=[CH:24][CH:25]=2)(=[O:19])=[O:18])[CH:15]=[CH:16][C:6]=1[O:5][CH2:4][C:1]([NH2:2])=[O:3])(=[O:11])[NH2:12]. The catalyst class is: 17. (2) Reactant: Br[C:2]1[N:6]([CH:7]([CH3:9])[CH3:8])[C:5]2[CH:10]([C:22]3[CH:27]=[CH:26][C:25]([Cl:28])=[CH:24][CH:23]=3)[N:11]([C:14]3[CH:19]=[CH:18][C:17](=[O:20])[N:16]([CH3:21])[CH:15]=3)[C:12](=[O:13])[C:4]=2[N:3]=1.[CH3:29][N:30]1[C:34](B2OC(C)(C)C(C)(C)O2)=[CH:33][CH:32]=[N:31]1.C([O-])([O-])=O.[Cs+].[Cs+].C(Cl)Cl. Product: [Cl:28][C:25]1[CH:26]=[CH:27][C:22]([CH:10]2[C:5]3[N:6]([CH:7]([CH3:9])[CH3:8])[C:2]([C:34]4[N:30]([CH3:29])[N:31]=[CH:32][CH:33]=4)=[N:3][C:4]=3[C:12](=[O:13])[N:11]2[C:14]2[CH:19]=[CH:18][C:17](=[O:20])[N:16]([CH3:21])[CH:15]=2)=[CH:23][CH:24]=1. The catalyst class is: 117. (3) Reactant: [CH2:1]([C:3]1([C:16]2[CH:21]=[CH:20][CH:19]=[CH:18][N:17]=2)[NH:8][C:7]2[C:9]([N+:13]([O-])=O)=[CH:10][CH:11]=[CH:12][C:6]=2[O:5][CH2:4]1)[CH3:2]. Product: [CH2:1]([C:3]1([C:16]2[CH:21]=[CH:20][CH:19]=[CH:18][N:17]=2)[NH:8][C:7]2=[C:9]([NH2:13])[CH:10]=[CH:11][CH:12]=[C:6]2[O:5][CH2:4]1)[CH3:2]. The catalyst class is: 5. (4) Reactant: [CH2:1]([S-:4])[CH2:2][CH3:3].[Na+].Cl[C:7]1[C:20]2[C:11](=[C:12]3[C:17](=[CH:18][CH:19]=2)[CH:16]=[CH:15][CH:14]=[N:13]3)[N:10]=[C:9]([CH3:21])[CH:8]=1. Product: [CH3:21][C:9]1[CH:8]=[C:7]([S:4][CH2:1][CH2:2][CH3:3])[C:20]2[C:11](=[C:12]3[C:17](=[CH:18][CH:19]=2)[CH:16]=[CH:15][CH:14]=[N:13]3)[N:10]=1. The catalyst class is: 5. (5) Reactant: N1CCCCC1.[F:7][C:8]1[CH:15]=[CH:14][C:13]([F:16])=[CH:12][C:9]=1[CH:10]=O.C(O)(=O)[CH2:18][C:19]([OH:21])=[O:20].Cl. Product: [F:7][C:8]1[CH:15]=[CH:14][C:13]([F:16])=[CH:12][C:9]=1[CH:10]=[CH:18][C:19]([OH:21])=[O:20]. The catalyst class is: 17. (6) Reactant: [CH3:1][O:2][C:3](=[O:24])[C:4]1[CH:9]=[CH:8][CH:7]=[C:6]([CH2:10][NH:11][C:12](=O)[C:13]2[CH:18]=[CH:17][CH:16]=[C:15]([C:19]([F:22])([F:21])[F:20])[CH:14]=2)[CH:5]=1.COC1C=CC(P2(SP(C3C=CC(OC)=CC=3)(=S)S2)=[S:34])=CC=1. Product: [CH3:1][O:2][C:3](=[O:24])[C:4]1[CH:9]=[CH:8][CH:7]=[C:6]([CH2:10][NH:11][C:12](=[S:34])[C:13]2[CH:18]=[CH:17][CH:16]=[C:15]([C:19]([F:22])([F:21])[F:20])[CH:14]=2)[CH:5]=1. The catalyst class is: 11.